This data is from Forward reaction prediction with 1.9M reactions from USPTO patents (1976-2016). The task is: Predict the product of the given reaction. Given the reactants C(O)C.Cl[C:5]1[N:10]=[CH:9][C:8]([C:11](=[O:13])[CH3:12])=[CH:7][CH:6]=1.[CH3:14][NH2:15], predict the reaction product. The product is: [CH3:14][NH:15][C:5]1[N:10]=[CH:9][C:8]([C:11](=[O:13])[CH3:12])=[CH:7][CH:6]=1.